This data is from Human liver microsome stability data. The task is: Regression/Classification. Given a drug SMILES string, predict its absorption, distribution, metabolism, or excretion properties. Task type varies by dataset: regression for continuous measurements (e.g., permeability, clearance, half-life) or binary classification for categorical outcomes (e.g., BBB penetration, CYP inhibition). Dataset: hlm. (1) The drug is Cc1nc(C(=O)N2[C@H](CNc3nc4ccccc4o3)CCC[C@@H]2C)c(-c2ccc(F)cc2)s1. The result is 0 (unstable in human liver microsomes). (2) The molecule is CC(C)CCn1c(=O)n(C(=O)N[C@H](C(N)=O)C(C)(C)C)c2ccccc21. The result is 1 (stable in human liver microsomes). (3) The drug is Cc1ccc2c(c1)N(C1CCN(CC(=O)Nc3nccs3)CC1)C(=O)OC2. The result is 0 (unstable in human liver microsomes). (4) The molecule is N#CCC(=O)N1CCC[C@@H](n2cnc3cnc4[nH]ccc4c32)C1. The result is 0 (unstable in human liver microsomes).